Dataset: Catalyst prediction with 721,799 reactions and 888 catalyst types from USPTO. Task: Predict which catalyst facilitates the given reaction. (1) Reactant: [CH3:1][C:2]1[CH:3]=[C:4]([C:9]2[CH:17]=[CH:16][CH:15]=[C:14]3[C:10]=2[CH:11]=[CH:12][CH2:13]3)[CH:5]=[C:6]([CH3:8])[CH:7]=1.CO[CH2:20][CH2:21]OC.[OH-].[K+].[C:26]1(=O)[CH2:29][CH2:28][CH2:27]1. Product: [CH3:8][C:6]1[CH:5]=[C:4]([C:9]2[CH:17]=[CH:16][CH:15]=[C:14]3[C:10]=2[CH:11]=[CH:12][CH:13]3[C:26]2([CH:13]3[C:14]4[C:10](=[C:9]([C:4]5[CH:3]=[C:2]([CH3:7])[CH:1]=[C:20]([CH3:21])[CH:5]=5)[CH:17]=[CH:16][CH:15]=4)[CH:11]=[CH:12]3)[CH2:29][CH2:28][CH2:27]2)[CH:3]=[C:2]([CH3:1])[CH:7]=1. The catalyst class is: 6. (2) Reactant: [C:1]([N:4]1[C:13]2[C:8](=[CH:9][C:10]([C:14]3[CH:19]=[CH:18][C:17]([CH2:20][C:21]([NH:23][CH2:24][CH2:25][NH:26]C(OC(C)(C)C)=O)=[O:22])=[CH:16][CH:15]=3)=[CH:11][CH:12]=2)[C@H:7]([NH:34][C:35](=[O:40])[O:36][CH:37]([CH3:39])[CH3:38])[CH2:6][C@@H:5]1[CH3:41])(=[O:3])[CH3:2].[ClH:42]. Product: [ClH:42].[C:1]([N:4]1[C:13]2[C:8](=[CH:9][C:10]([C:14]3[CH:15]=[CH:16][C:17]([CH2:20][C:21]([NH:23][CH2:24][CH2:25][NH2:26])=[O:22])=[CH:18][CH:19]=3)=[CH:11][CH:12]=2)[C@H:7]([NH:34][C:35](=[O:40])[O:36][CH:37]([CH3:38])[CH3:39])[CH2:6][C@@H:5]1[CH3:41])(=[O:3])[CH3:2]. The catalyst class is: 12. (3) Reactant: [CH2:1]([O:8][C:9](=[O:25])[N:10]([CH2:12][C:13](=[O:24])[N:14]([C:16]1[CH:21]=[CH:20][C:19]([CH2:22][OH:23])=[CH:18][CH:17]=1)[CH3:15])[CH3:11])[C:2]1[CH:7]=[CH:6][CH:5]=[CH:4][CH:3]=1.[H-].[Na+].[CH3:28]I. Product: [CH2:1]([O:8][C:9](=[O:25])[N:10]([CH2:12][C:13](=[O:24])[N:14]([C:16]1[CH:21]=[CH:20][C:19]([CH2:22][O:23][CH3:28])=[CH:18][CH:17]=1)[CH3:15])[CH3:11])[C:2]1[CH:7]=[CH:6][CH:5]=[CH:4][CH:3]=1. The catalyst class is: 3. (4) Reactant: [N:1]1[CH:6]=[CH:5][CH:4]=[CH:3][C:2]=1[N:7]([CH2:30][C:31]([O:33][CH2:34][CH3:35])=[O:32])[C:8]([C:10]1[CH:29]=[CH:28][C:13]2[N:14]([CH3:27])[C:15]([CH2:17][CH2:18][C:19]3[CH:24]=[CH:23][C:22]([C:25]#[N:26])=[CH:21][CH:20]=3)=[N:16][C:12]=2[CH:11]=1)=[O:9].[ClH:36].C(O)C.C(=O)([O-])[O-].[NH4+:44].[NH4+]. Product: [ClH:36].[ClH:36].[N:1]1[CH:6]=[CH:5][CH:4]=[CH:3][C:2]=1[N:7]([CH2:30][C:31]([O:33][CH2:34][CH3:35])=[O:32])[C:8]([C:10]1[CH:29]=[CH:28][C:13]2[N:14]([CH3:27])[C:15]([CH2:17][CH2:18][C:19]3[CH:24]=[CH:23][C:22]([C:25](=[NH:44])[NH2:26])=[CH:21][CH:20]=3)=[N:16][C:12]=2[CH:11]=1)=[O:9]. The catalyst class is: 429. (5) Reactant: [N+:1]([C:4]1[N:9]=[CH:8][C:7]([N:10]2[CH2:15][CH2:14][N:13]([C:16]([C:18]3[CH:23]=[CH:22][CH:21]=[CH:20][C:19]=3[C:24]([F:27])([F:26])[F:25])=[O:17])[CH2:12][CH2:11]2)=[CH:6][CH:5]=1)([O-])=O.C1COCC1. Product: [NH2:1][C:4]1[N:9]=[CH:8][C:7]([N:10]2[CH2:11][CH2:12][N:13]([C:16]([C:18]3[CH:23]=[CH:22][CH:21]=[CH:20][C:19]=3[C:24]([F:27])([F:26])[F:25])=[O:17])[CH2:14][CH2:15]2)=[CH:6][CH:5]=1. The catalyst class is: 43. (6) Reactant: [F:1][C:2]1[CH:7]=[C:6]([C:8]([F:11])([F:10])[F:9])[CH:5]=[CH:4][C:3]=1[NH:12][C:13]1[C:22]2[C:17](=[C:18]([N+:23]([O-])=O)C=[CH:20][CH:21]=2)[CH:16]=CN=1.[NH4+:26].[Cl-].[CH3:28][CH2:29]O.O. Product: [F:1][C:2]1[CH:7]=[C:6]([C:8]([F:9])([F:10])[F:11])[CH:5]=[CH:4][C:3]=1[NH:12][C:13]1[C:22]2[CH:21]=[CH:20][N:26]=[C:18]([NH2:23])[C:17]=2[CH:16]=[CH:28][CH:29]=1. The catalyst class is: 292.